Dataset: Reaction yield outcomes from USPTO patents with 853,638 reactions. Task: Predict the reaction yield, written as a fraction of the theoretical maximum amount of product (1.0 means a 100% yield; for example, 0.34 means a 34% yield). (1) The reactants are Cl.C1(C)C=CC(S([N:11]2[C:19]3[C:14](=[CH:15][CH:16]=[CH:17][CH:18]=3)[C:13]([CH2:20][N:21]3[CH2:25][CH2:24][C:23]4([CH2:29][CH2:28][NH:27][CH2:26]4)[C:22]3=[O:30])=[CH:12]2)(=O)=O)=CC=1.C(=O)([O-])[O-].[Cs+].[Cs+]. The catalyst is CO. The product is [NH:11]1[C:19]2[C:14](=[CH:15][CH:16]=[CH:17][CH:18]=2)[C:13]([CH2:20][N:21]2[CH2:25][CH2:24][C:23]3([CH2:29][CH2:28][NH:27][CH2:26]3)[C:22]2=[O:30])=[CH:12]1. The yield is 0.710. (2) The reactants are [F:1][C:2]([F:12])([F:11])[O:3][C:4]1[CH:9]=[CH:8][C:7]([OH:10])=[CH:6][CH:5]=1.F[C:14]1[CH:19]=[CH:18][C:17]([N+:20]([O-:22])=[O:21])=[CH:16][CH:15]=1.C(=O)([O-])[O-].[K+].[K+].CN(C)C(=O)C. The catalyst is O. The product is [N+:20]([C:17]1[CH:18]=[CH:19][C:14]([O:10][C:7]2[CH:6]=[CH:5][C:4]([O:3][C:2]([F:11])([F:12])[F:1])=[CH:9][CH:8]=2)=[CH:15][CH:16]=1)([O-:22])=[O:21]. The yield is 1.00. (3) The reactants are [NH2:1][C:2]1[CH:10]=[C:9]([O:11][CH3:12])[CH:8]=[C:7]([O:13][CH3:14])[C:3]=1[C:4]([NH2:6])=[O:5].[CH2:15]([N:17]1[CH2:22][CH2:21][N:20]([CH2:23][C:24]2[CH:31]=[CH:30][C:27]([CH:28]=O)=[CH:26][CH:25]=2)[CH2:19][CH2:18]1)[CH3:16].OS([O-])=O.[Na+].CC1C=CC(S(O)(=O)=O)=CC=1.C([O-])(O)=O.[Na+]. The catalyst is CN(C)C(=O)C.O. The product is [CH2:15]([N:17]1[CH2:18][CH2:19][N:20]([CH2:23][C:24]2[CH:25]=[CH:26][C:27]([C:28]3[NH:6][C:4](=[O:5])[C:3]4[C:2](=[CH:10][C:9]([O:11][CH3:12])=[CH:8][C:7]=4[O:13][CH3:14])[N:1]=3)=[CH:30][CH:31]=2)[CH2:21][CH2:22]1)[CH3:16]. The yield is 0.270. (4) The product is [CH2:1]([NH:3][C:4]1[C:9]([CH3:10])=[CH:8][C:7]2[C:12]([C:14]3[CH:27]=[CH:26][C:17]([O:18][CH2:19][CH2:20][CH2:21][CH2:22][C:23]([OH:25])=[O:24])=[CH:16][CH:15]=3)=[C:36]3[C:37]([O:11][C:6]=2[CH:5]=1)=[CH:38]/[C:39](=[N:30]/[CH2:28][CH3:29])/[C:34]([CH3:33])=[CH:35]3)[CH3:2]. The catalyst is CO. The yield is 0.170. The reactants are [CH2:1]([NH:3][C:4]1[CH:5]=[C:6]([OH:11])[CH:7]=[CH:8][C:9]=1[CH3:10])[CH3:2].[CH:12]([C:14]1[CH:27]=[CH:26][C:17]([O:18][CH2:19][CH2:20][CH2:21][CH2:22][C:23]([OH:25])=[O:24])=[CH:16][CH:15]=1)=O.[CH2:28]([N:30]1[C:39]2[C:34](=[CH:35][CH:36]=[C:37](O)[CH:38]=2)[C:33](C)=CC1(C)C)[CH3:29].C(C1C=CC(OCC(O)=O)=CC=1)=O. (5) The reactants are [C:1]([O:5][C@@H:6]([C:12]1[C:13]([CH3:34])=[N:14][C:15]2[N:16]([N:26]=[C:27]([C:29]([O:31]CC)=[O:30])[CH:28]=2)[C:17]=1[C:18]1[CH2:23][CH2:22][C:21]([CH3:25])([CH3:24])[CH2:20][CH:19]=1)[C:7]([O:9][CH2:10][CH3:11])=[O:8])([CH3:4])([CH3:3])[CH3:2].[OH-].[Na+]. The catalyst is CCO. The product is [C:1]([O:5][C@@H:6]([C:12]1[C:13]([CH3:34])=[N:14][C:15]2[N:16]([N:26]=[C:27]([C:29]([OH:31])=[O:30])[CH:28]=2)[C:17]=1[C:18]1[CH2:23][CH2:22][C:21]([CH3:25])([CH3:24])[CH2:20][CH:19]=1)[C:7]([O:9][CH2:10][CH3:11])=[O:8])([CH3:2])([CH3:3])[CH3:4]. The yield is 0.860. (6) The reactants are Br[CH2:2][C:3]1[CH:10]=[CH:9][CH:8]=[CH:7][C:4]=1[C:5]#[N:6].[N-:11]=[N+:12]=[N-:13].[Na+]. The catalyst is CC(C)=O. The product is [N:11]([CH2:2][C:3]1[CH:10]=[CH:9][CH:8]=[CH:7][C:4]=1[C:5]#[N:6])=[N+:12]=[N-:13]. The yield is 0.880. (7) The reactants are [C:1]1([C:21]2[CH:26]=[CH:25][CH:24]=[CH:23][CH:22]=2)[CH:6]=[CH:5][C:4]([C:7]2[N:8]([C:14]3[CH:19]=[CH:18][CH:17]=[CH:16][C:15]=3[F:20])[C:9]([CH2:12]O)=[N:10][N:11]=2)=[CH:3][CH:2]=1.S(Cl)([Cl:29])=O.C(Cl)(Cl)Cl. The catalyst is C1(C)C=CC=CC=1. The product is [C:1]1([C:21]2[CH:26]=[CH:25][CH:24]=[CH:23][CH:22]=2)[CH:6]=[CH:5][C:4]([C:7]2[N:8]([C:14]3[CH:19]=[CH:18][CH:17]=[CH:16][C:15]=3[F:20])[C:9]([CH2:12][Cl:29])=[N:10][N:11]=2)=[CH:3][CH:2]=1. The yield is 0.810. (8) The reactants are [CH2:1]([O:8][C:9]1[CH:10]=[C:11]([CH:15]2[CH2:19][N:18]([C:20]3[CH:21]=[C:22]([CH:25]=[CH:26][CH:27]=3)[C:23]#[N:24])[C:17](=[O:28])[CH2:16]2)[CH:12]=[CH:13][CH:14]=1)[C:2]1[CH:7]=[CH:6][CH:5]=[CH:4][CH:3]=1.[OH-:29].[Na+].OO. The product is [CH2:1]([O:8][C:9]1[CH:10]=[C:11]([CH:15]2[CH2:19][N:18]([C:20]3[CH:21]=[C:22]([CH:25]=[CH:26][CH:27]=3)[C:23]([NH2:24])=[O:29])[C:17](=[O:28])[CH2:16]2)[CH:12]=[CH:13][CH:14]=1)[C:2]1[CH:7]=[CH:6][CH:5]=[CH:4][CH:3]=1. The catalyst is CCO. The yield is 0.990.